This data is from Forward reaction prediction with 1.9M reactions from USPTO patents (1976-2016). The task is: Predict the product of the given reaction. Given the reactants [Br:1][C:2]1[CH:7]=[CH:6][C:5]([C:8]2[N:9]=[C:10]3[CH:15]=[CH:14][C:13]([N+:16]([O-])=O)=[CH:12][N:11]3[CH:19]=2)=[CH:4][CH:3]=1.[Sn](Cl)Cl.Cl, predict the reaction product. The product is: [Br:1][C:2]1[CH:3]=[CH:4][C:5]([C:8]2[N:9]=[C:10]3[CH:15]=[CH:14][C:13]([NH2:16])=[CH:12][N:11]3[CH:19]=2)=[CH:6][CH:7]=1.